From a dataset of Forward reaction prediction with 1.9M reactions from USPTO patents (1976-2016). Predict the product of the given reaction. (1) Given the reactants [NH2:1][C:2]1[CH:9]=[CH:8][C:7]([C:10]2[N:15]=[C:14]3[N:16](C4CCCCO4)[N:17]=[C:18]([C:19]4[CH:20]=[N:21][CH:22]=[CH:23][CH:24]=4)[C:13]3=[C:12]([CH:31]([F:33])[F:32])[CH:11]=2)=[CH:6][C:3]=1[C:4]#[N:5].O1CCOCC1.CC(C)=O.Cl.C(=O)([O-])O.[Na+], predict the reaction product. The product is: [NH2:1][C:2]1[CH:9]=[CH:8][C:7]([C:10]2[N:15]=[C:14]3[NH:16][N:17]=[C:18]([C:19]4[CH:20]=[N:21][CH:22]=[CH:23][CH:24]=4)[C:13]3=[C:12]([CH:31]([F:33])[F:32])[CH:11]=2)=[CH:6][C:3]=1[C:4]#[N:5]. (2) Given the reactants [N:1]1[CH:6]=[CH:5][CH:4]=[CH:3][C:2]=1[CH2:7][CH2:8][N:9]1[CH2:14][CH2:13][N:12]([C:15]2[C:23]3[O:22][C:21]([C:24]([O-:26])=O)=[CH:20][C:19]=3[CH:18]=[CH:17][CH:16]=2)[CH2:11][CH2:10]1.[Li+].[Cl:28][C:29]1[C:30]([N:35]2[CH2:40][CH2:39][CH:38]([NH2:41])[CH2:37][CH2:36]2)=[N:31][CH:32]=[CH:33][CH:34]=1, predict the reaction product. The product is: [Cl:28][C:29]1[C:30]([N:35]2[CH2:40][CH2:39][CH:38]([NH:41][C:24]([C:21]3[O:22][C:23]4[C:15]([N:12]5[CH2:11][CH2:10][N:9]([CH2:8][CH2:7][C:2]6[CH:3]=[CH:4][CH:5]=[CH:6][N:1]=6)[CH2:14][CH2:13]5)=[CH:16][CH:17]=[CH:18][C:19]=4[CH:20]=3)=[O:26])[CH2:37][CH2:36]2)=[N:31][CH:32]=[CH:33][CH:34]=1. (3) Given the reactants Cl.[CH3:2][N:3]([C:5]1[CH:10]=[C:9]([C:11]2[S:12][CH:13]=[C:14]([C:16]3[C:21](=[O:22])[NH:20][C:19]([CH:23]([CH3:25])[CH3:24])=[C:18]([C:26]([O:28][CH2:29][CH3:30])=[O:27])[CH:17]=3)[N:15]=2)[CH:8]=[CH:7][N:6]=1)[CH3:4].BrCC(C1C(=O)NC(C(C)C)=C(C([O-])=O)C=1)=O.CN(C)C1C=C(C=CN=1)C(N)=S.Cl.CCOCC, predict the reaction product. The product is: [CH3:2][N:3]([C:5]1[CH:10]=[C:9]([C:11]2[S:12][CH:13]=[C:14]([C:16]3[C:21](=[O:22])[NH:20][C:19]([CH:23]([CH3:25])[CH3:24])=[C:18]([C:26]([O:28][CH2:29][CH3:30])=[O:27])[CH:17]=3)[N:15]=2)[CH:8]=[CH:7][N:6]=1)[CH3:4]. (4) Given the reactants [F-].C([N+](CCCC)(CCCC)CCCC)CCC.[O:19]1[C:23]2[CH:24]=[CH:25][CH:26]=[CH:27][C:22]=2[N:21]=[C:20]1[C:28]1[C:29]([NH2:40])=[N:30][CH:31]=[C:32]([C:34]#[C:35][Si](C)(C)C)[CH:33]=1, predict the reaction product. The product is: [O:19]1[C:23]2[CH:24]=[CH:25][CH:26]=[CH:27][C:22]=2[N:21]=[C:20]1[C:28]1[C:29]([NH2:40])=[N:30][CH:31]=[C:32]([C:34]#[CH:35])[CH:33]=1. (5) Given the reactants [CH2:1]([NH:8][C:9]1[C:18]2[C:17]([CH3:19])=[N:16][CH:15]=[N:14][C:13]=2[N:12]([O:20][CH2:21][C:22]2[CH:27]=[CH:26][CH:25]=[CH:24][CH:23]=2)[C:11](=[O:28])[C:10]=1C(OCC)=O)[C:2]1[CH:7]=[CH:6][CH:5]=[CH:4][CH:3]=1.[OH-].[Na+], predict the reaction product. The product is: [CH2:1]([NH:8][C:9]1[C:18]2[C:17]([CH3:19])=[N:16][CH:15]=[N:14][C:13]=2[N:12]([O:20][CH2:21][C:22]2[CH:23]=[CH:24][CH:25]=[CH:26][CH:27]=2)[C:11](=[O:28])[CH:10]=1)[C:2]1[CH:7]=[CH:6][CH:5]=[CH:4][CH:3]=1. (6) Given the reactants [O:1]=[C:2]1[C@@H:8]([NH:9]C(=O)OC(C)(C)C)[CH2:7][CH2:6][CH2:5][CH2:4][NH:3]1.[H-].[Na+].Br[CH2:20][CH2:21][N:22]([CH3:24])[CH3:23], predict the reaction product. The product is: [NH2:9][C@H:8]1[CH2:7][CH2:6][CH2:5][CH2:4][N:3]([CH2:20][CH2:21][N:22]([CH3:24])[CH3:23])[C:2]1=[O:1]. (7) Given the reactants [Cl:1][C:2]1[CH:7]=[CH:6][C:5]([OH:8])=[C:4]([O:9][C:10]2[CH:15]=[CH:14][C:13]([F:16])=[CH:12][CH:11]=2)[CH:3]=1.[CH3:17][O:18][C:19](=[O:39])[CH2:20][CH2:21][C:22]1[CH:27]=[CH:26][C:25]([O:28][CH2:29][CH2:30][CH:31](OS(C)(=O)=O)[CH3:32])=[CH:24][C:23]=1[CH3:38], predict the reaction product. The product is: [CH3:17][O:18][C:19](=[O:39])[CH2:20][CH2:21][C:22]1[CH:27]=[CH:26][C:25]([O:28][CH2:29][CH2:30][C@@H:31]([O:8][C:5]2[CH:6]=[CH:7][C:2]([Cl:1])=[CH:3][C:4]=2[O:9][C:10]2[CH:15]=[CH:14][C:13]([F:16])=[CH:12][CH:11]=2)[CH3:32])=[CH:24][C:23]=1[CH3:38]. (8) Given the reactants Cl[C:2]1[N:7]=[CH:6][N:5]=[C:4]([N:8]([CH2:16][C:17]2[CH:22]=[CH:21][C:20]([O:23][CH3:24])=[CH:19][CH:18]=2)[CH2:9][CH2:10][CH2:11][C:12]([O:14][CH3:15])=[O:13])[C:3]=1[CH:25]=O.C(=O)([O-])[O-].[Na+].[Na+].[NH2:33][C:34]1[CH:53]=[CH:52][C:37]([O:38][CH:39]2[CH2:44][CH2:43][N:42]([C:45]([O:47][C:48]([CH3:51])([CH3:50])[CH3:49])=[O:46])[CH2:41][CH2:40]2)=[C:36]([Cl:54])[CH:35]=1.C[O-].[Na+].CO.C(=O)(OC)OC, predict the reaction product. The product is: [C:48]([O:47][C:45]([N:42]1[CH2:41][CH2:40][CH:39]([O:38][C:37]2[CH:52]=[CH:53][C:34]([NH:33][C:2]3[C:3]4[CH:25]=[C:11]([C:12]([O:14][CH3:15])=[O:13])[CH2:10][CH2:9][N:8]([CH2:16][C:17]5[CH:18]=[CH:19][C:20]([O:23][CH3:24])=[CH:21][CH:22]=5)[C:4]=4[N:5]=[CH:6][N:7]=3)=[CH:35][C:36]=2[Cl:54])[CH2:44][CH2:43]1)=[O:46])([CH3:51])([CH3:49])[CH3:50]. (9) Given the reactants [CH3:1][C:2]([C:5]([C:7]1[CH:12]=[C:11]([C:13](OC)=[O:14])[CH:10]=[CH:9][C:8]=1[C:17]1[CH:22]=[C:21]([O:23][CH3:24])[CH:20]=[CH:19][C:18]=1[F:25])=[CH2:6])([CH3:4])[CH3:3].[H-].[H-].[H-].[H-].[Li+].[Al+3].[OH-].[Na+], predict the reaction product. The product is: [CH3:4][C:2]([C:5]([C:7]1[CH:12]=[C:11]([CH2:13][OH:14])[CH:10]=[CH:9][C:8]=1[C:17]1[CH:22]=[C:21]([O:23][CH3:24])[CH:20]=[CH:19][C:18]=1[F:25])=[CH2:6])([CH3:1])[CH3:3]. (10) Given the reactants [Br:1][C:2]1[CH:3]=[CH:4][C:5]([CH3:10])=[C:6]([CH:9]=1)[CH:7]=[O:8].B.[Na].C(O)(=O)C, predict the reaction product. The product is: [Br:1][C:2]1[CH:3]=[CH:4][C:5]([CH3:10])=[C:6]([CH:9]=1)[CH2:7][OH:8].